This data is from Catalyst prediction with 721,799 reactions and 888 catalyst types from USPTO. The task is: Predict which catalyst facilitates the given reaction. (1) Reactant: CC[O:3][CH:4]1[N:13](C(OCC)=O)[C:12]2[C:7](=CC=[CH:10][CH:11]=2)[CH:6]=[CH:5]1.CC1C=C(C=C(C)C=1)N.[C:28]([O:31]CC)(=[O:30])[CH3:29]. Product: [C:4]([N:13]1[CH2:12][CH2:11][CH2:10][C@H:29]1[C:28]([OH:31])=[O:30])(=[O:3])[CH2:5][CH2:6][CH3:7]. The catalyst class is: 2. (2) Reactant: [C:1]([C:4]1[CH:9]=[C:8]([Br:10])[CH:7]=[CH:6][C:5]=1[NH:11]C(=O)C)(=[O:3])[CH3:2].Cl.[N:16]([O-])=O.[Na+]. Product: [Br:10][C:8]1[CH:9]=[C:4]2[C:5](=[CH:6][CH:7]=1)[NH:11][N:16]=[CH:2][C:1]2=[O:3]. The catalyst class is: 20.